Dataset: Forward reaction prediction with 1.9M reactions from USPTO patents (1976-2016). Task: Predict the product of the given reaction. (1) Given the reactants Cl[C:2]1[N:7]=[C:6]([C:8]2[N:12]3[CH:13]=[CH:14][CH:15]=[CH:16][C:11]3=[N:10][C:9]=2[C:17]2[CH:18]=[CH:19][C:20]([O:34][CH3:35])=[C:21]([CH:33]=2)[C:22]([NH:24][C:25]2[C:30]([F:31])=[CH:29][CH:28]=[CH:27][C:26]=2[F:32])=[O:23])[CH:5]=[CH:4][N:3]=1.[CH2:36]([C:38]1[C:39]([N:47]2[CH2:52][CH2:51][CH:50]([N:53]3[CH2:58][CH2:57][N:56]([S:59]([CH3:62])(=[O:61])=[O:60])[CH2:55][CH2:54]3)[CH2:49][CH2:48]2)=[CH:40][C:41]([O:45][CH3:46])=[C:42]([CH:44]=1)[NH2:43])[CH3:37].Cl.N, predict the reaction product. The product is: [F:32][C:26]1[CH:27]=[CH:28][CH:29]=[C:30]([F:31])[C:25]=1[NH:24][C:22](=[O:23])[C:21]1[CH:33]=[C:17]([C:9]2[N:10]=[C:11]3[CH:16]=[CH:15][CH:14]=[CH:13][N:12]3[C:8]=2[C:6]2[CH:5]=[CH:4][N:3]=[C:2]([NH:43][C:42]3[CH:44]=[C:38]([CH2:36][CH3:37])[C:39]([N:47]4[CH2:48][CH2:49][CH:50]([N:53]5[CH2:54][CH2:55][N:56]([S:59]([CH3:62])(=[O:61])=[O:60])[CH2:57][CH2:58]5)[CH2:51][CH2:52]4)=[CH:40][C:41]=3[O:45][CH3:46])[N:7]=2)[CH:18]=[CH:19][C:20]=1[O:34][CH3:35]. (2) The product is: [CH2:1]([O:8][C:9]1[CH:18]=[C:17]2[C:12]([C:13]([O:32][C:24]3[CH:25]=[CH:26][C:27]([N+:29]([O-:31])=[O:30])=[CH:28][C:23]=3[F:22])=[CH:14][CH:15]=[N:16]2)=[CH:11][C:10]=1[O:20][CH3:21])[C:2]1[CH:7]=[CH:6][CH:5]=[CH:4][CH:3]=1. Given the reactants [CH2:1]([O:8][C:9]1[CH:18]=[C:17]2[C:12]([C:13](Cl)=[CH:14][CH:15]=[N:16]2)=[CH:11][C:10]=1[O:20][CH3:21])[C:2]1[CH:7]=[CH:6][CH:5]=[CH:4][CH:3]=1.[F:22][C:23]1[CH:28]=[C:27]([N+:29]([O-:31])=[O:30])[CH:26]=[CH:25][C:24]=1[OH:32].ClC1C=CC=CC=1, predict the reaction product. (3) Given the reactants C([O:3][C:4]([C:6]1[NH:7][C:8]2[C:13]([CH:14]=1)=[CH:12][C:11]([Cl:15])=[CH:10][CH:9]=2)=[O:5])C.Br[CH2:17][C:18]1[C:19]2[CH:26]=[C:25]([F:27])[CH:24]=[CH:23][C:20]=2[S:21][CH:22]=1, predict the reaction product. The product is: [Cl:15][C:11]1[CH:12]=[C:13]2[C:8](=[CH:9][CH:10]=1)[N:7]([CH2:17][C:18]1[C:19]3[CH:26]=[C:25]([F:27])[CH:24]=[CH:23][C:20]=3[S:21][CH:22]=1)[C:6]([C:4]([OH:3])=[O:5])=[CH:14]2. (4) The product is: [CH3:1][O:2][C:3](=[O:32])[C@@H:4]([N:27]1[CH:28]=[CH:29][CH:30]=[CH:31]1)[CH2:5][C:6]1[CH:7]=[CH:8][C:9]([CH2:12][CH2:13][CH2:14][N:15]2[CH2:16][CH2:17][CH:18]([C:21]3[CH:22]=[CH:23][CH:24]=[CH:25][CH:26]=3)[CH2:19][CH2:20]2)=[CH:10][CH:11]=1. Given the reactants [CH3:1][O:2][C:3](=[O:32])[C@@H:4]([N:27]1[CH:31]=[CH:30][CH:29]=[CH:28]1)[CH2:5][C:6]1[CH:11]=[CH:10][C:9]([C:12]#[C:13][CH2:14][N:15]2[CH2:20][CH2:19][CH:18]([C:21]3[CH:26]=[CH:25][CH:24]=[CH:23][CH:22]=3)[CH2:17][CH2:16]2)=[CH:8][CH:7]=1.COC(=O)[C@@H](N1C=CC=C1)CC1C=CC(CCCN(C)C2C=CC=CC=2)=CC=1, predict the reaction product. (5) Given the reactants [C:1]([NH:4][C@H:5]([C:10]([NH:12][C@@H:13]1[CH:21]2[C:22](=[O:29])[CH2:23][C@H:24]([C:26]([OH:28])=O)[CH2:25][N:19]3[C:20]2=[C:16]([CH:17]=[CH:18]3)[CH2:15][CH2:14]1)=[O:11])[C@H:6]([CH2:8][CH3:9])[CH3:7])(=[O:3])[CH3:2].[NH2:30][CH2:31][C:32]#[N:33].C(Cl)CCl.C1C=CC2N(O)N=NC=2C=1, predict the reaction product. The product is: [C:1]([NH:4][C@H:5]([C:10]([NH:12][C@@H:13]1[CH:21]2[C:22](=[O:29])[CH2:23][C@H:24]([C:26]([NH:33][CH2:32][C:31]#[N:30])=[O:28])[CH2:25][N:19]3[C:20]2=[C:16]([CH:17]=[CH:18]3)[CH2:15][CH2:14]1)=[O:11])[C@H:6]([CH2:8][CH3:9])[CH3:7])(=[O:3])[CH3:2].